This data is from Catalyst prediction with 721,799 reactions and 888 catalyst types from USPTO. The task is: Predict which catalyst facilitates the given reaction. (1) Reactant: [CH2:1]([CH:3]([C:6]1[C:11]2[N:12]([CH2:16][C:17]([O:19][CH:20]([CH3:22])[CH3:21])=[O:18])[C:13](=[O:15])[NH:14][C:10]=2[CH:9]=[CH:8][CH:7]=1)[CH2:4][CH3:5])[CH3:2].N(C(C)(C)C#N)=NC(C)(C)C#N.[Cl:35]N1C(=O)CCC1=O. Product: [Cl:35][C:9]1[C:10]2[NH:14][C:13](=[O:15])[N:12]([CH2:16][C:17]([O:19][CH:20]([CH3:22])[CH3:21])=[O:18])[C:11]=2[C:6]([CH:3]([CH2:4][CH3:5])[CH2:1][CH3:2])=[CH:7][CH:8]=1. The catalyst class is: 159. (2) Reactant: Br[C:2]1[CH:7]=[CH:6][C:5]([Br:8])=[CH:4][N:3]=1.[N:9]1([C:15]([O:17][C:18]([CH3:21])([CH3:20])[CH3:19])=[O:16])[CH2:14][CH2:13][NH:12][CH2:11][CH2:10]1.C(=O)([O-])[O-].[Na+].[Na+]. Product: [C:18]([O:17][C:15]([N:9]1[CH2:14][CH2:13][N:12]([C:2]2[CH:7]=[CH:6][C:5]([Br:8])=[CH:4][N:3]=2)[CH2:11][CH2:10]1)=[O:16])([CH3:21])([CH3:19])[CH3:20]. The catalyst class is: 60. (3) Reactant: [NH2:1][CH:2]1[C:11]2[C:6](=[CH:7][CH:8]=[C:9]([NH:12][C:13]([C:15]3[C:24](=[O:25])[C:23]4[C:18](=[CH:19][CH:20]=[CH:21][CH:22]=4)[NH:17][CH:16]=3)=[O:14])[CH:10]=2)[CH2:5][CH2:4][CH2:3]1.[CH:26]([O:28][CH2:29][CH3:30])=[O:27]. Product: [CH2:29]([O:28][C:26]([NH:1][CH:2]1[C:11]2[C:6](=[CH:7][CH:8]=[C:9]([NH:12][C:13]([C:15]3[C:24](=[O:25])[C:23]4[C:18](=[CH:19][CH:20]=[CH:21][CH:22]=4)[NH:17][CH:16]=3)=[O:14])[CH:10]=2)[CH2:5][CH2:4][CH2:3]1)=[O:27])[CH3:30]. The catalyst class is: 23. (4) Reactant: [NH2:1][C:2]1[CH:10]=[CH:9][C:8]([Br:11])=[CH:7][C:3]=1[C:4](O)=[O:5].[CH3:12][N:13]=[C:14]=[S:15]. Product: [Br:11][C:8]1[CH:7]=[C:3]2[C:2](=[CH:10][CH:9]=1)[NH:1][C:14](=[S:15])[N:13]([CH3:12])[C:4]2=[O:5]. The catalyst class is: 15. (5) Reactant: [CH2:1]([O:8][C:9]1[CH:14]=[CH:13][CH:12]=[CH:11][C:10]=1I)[C:2]1[CH:7]=[CH:6][CH:5]=[CH:4][CH:3]=1.[CH2:16]([CH:20]1[CH2:25][CH2:24][N:23]([CH2:26][CH2:27][CH2:28][C:29]#N)[CH2:22][CH2:21]1)[CH2:17][CH2:18][CH3:19].CC[O:33]C(C)=O. Product: [CH2:16]([CH:20]1[CH2:25][CH2:24][N:23]([CH2:26][CH2:27][CH2:28][C:29]([C:10]2[CH:11]=[CH:12][CH:13]=[CH:14][C:9]=2[O:8][CH2:1][C:2]2[CH:7]=[CH:6][CH:5]=[CH:4][CH:3]=2)=[O:33])[CH2:22][CH2:21]1)[CH2:17][CH2:18][CH3:19]. The catalyst class is: 876. (6) Reactant: [NH:1]1[CH:5]=[CH:4][C:3]([C:6]2[S:7][CH:8]=[CH:9][N:10]=2)=[CH:2]1.N1C2[C:15](=[CH:16][CH:17]=[C:18]3[C:23]=2[N:22]=[CH:21][CH:20]=[CH:19]3)[CH:14]=[CH:13][CH:12]=1.P([O-])([O-])([O-])=O.[K+].[K+].[K+]. Product: [S:7]1[CH:8]=[CH:9][N:10]=[C:6]1[C:3]1[CH:4]=[CH:5][N:1]([C:15]2[CH:16]=[C:17]([C:18]3[CH:23]=[N:22][CH:21]=[CH:20][CH:19]=3)[CH:12]=[CH:13][CH:14]=2)[CH:2]=1. The catalyst class is: 185. (7) Reactant: [C:1]([N:4]1[C:13]2[C:8](=[CH:9][C:10]([O:14][CH2:15][CH2:16][O:17][Si:18]([C:21]([CH3:24])([CH3:23])[CH3:22])([CH3:20])[CH3:19])=[CH:11][CH:12]=2)[C@H:7]([NH:25]C(=O)OCC2C=CC=CC=2)[C@@H:6]([CH3:36])[C@@H:5]1[CH:37]1[CH2:39][CH2:38]1)(=[O:3])[CH3:2]. Product: [NH2:25][C@H:7]1[C:8]2[C:13](=[CH:12][CH:11]=[C:10]([O:14][CH2:15][CH2:16][O:17][Si:18]([C:21]([CH3:23])([CH3:24])[CH3:22])([CH3:20])[CH3:19])[CH:9]=2)[N:4]([C:1](=[O:3])[CH3:2])[C@@H:5]([CH:37]2[CH2:39][CH2:38]2)[C@@H:6]1[CH3:36]. The catalyst class is: 29. (8) Reactant: C(Cl)(=O)C(Cl)=O.CS(C)=O.[C:11]([O:19][C@H:20]([CH2:25][CH2:26][CH2:27][OH:28])[CH2:21][C:22]([Br:24])=[CH2:23])(=[O:18])[C:12]1[CH:17]=[CH:16][CH:15]=[CH:14][CH:13]=1.C(N(CC)CC)C. Product: [C:11]([O:19][C@H:20]([CH2:25][CH2:26][CH:27]=[O:28])[CH2:21][C:22]([Br:24])=[CH2:23])(=[O:18])[C:12]1[CH:17]=[CH:16][CH:15]=[CH:14][CH:13]=1. The catalyst class is: 34. (9) Reactant: [CH3:1][N:2]([C:12]1[CH:17]=[CH:16][C:15]([NH:18][C:19]([NH:21][C:22]2[CH:27]=[CH:26][CH:25]=[CH:24][CH:23]=2)=[O:20])=[CH:14][CH:13]=1)[S:3]([C:6]1[S:7][C:8](Br)=[CH:9][CH:10]=1)(=[O:5])=[O:4].C([Sn](CCCC)(CCCC)[C:33]1[O:34][CH:35]=[CH:36][N:37]=1)CCC. Product: [CH3:1][N:2]([C:12]1[CH:17]=[CH:16][C:15]([NH:18][C:19]([NH:21][C:22]2[CH:27]=[CH:26][CH:25]=[CH:24][CH:23]=2)=[O:20])=[CH:14][CH:13]=1)[S:3]([C:6]1[S:7][C:8]([C:33]2[O:34][CH:35]=[CH:36][N:37]=2)=[CH:9][CH:10]=1)(=[O:5])=[O:4]. The catalyst class is: 108.